Predict the reaction yield, written as a fraction of the theoretical maximum amount of product (1.0 means a 100% yield; for example, 0.34 means a 34% yield). From a dataset of Reaction yield outcomes from USPTO patents with 853,638 reactions. The reactants are [CH3:1][N:2]1[CH:6]=[C:5]([C:7]2[N:12]=[CH:11][C:10]3[CH:13]=[N:14][N:15]([C:16]4[N:21]=[C:20]([N:22]5[CH2:25][C:24]([CH2:27][N+:28]([O-])=O)([OH:26])[CH2:23]5)[CH:19]=[CH:18][CH:17]=4)[C:9]=3[CH:8]=2)[CH:4]=[N:3]1.[NH4+].[Cl-]. The catalyst is CO.O.[Zn]. The product is [NH2:28][CH2:27][C:24]1([OH:26])[CH2:23][N:22]([C:20]2[CH:19]=[CH:18][CH:17]=[C:16]([N:15]3[C:9]4[CH:8]=[C:7]([C:5]5[CH:4]=[N:3][N:2]([CH3:1])[CH:6]=5)[N:12]=[CH:11][C:10]=4[CH:13]=[N:14]3)[N:21]=2)[CH2:25]1. The yield is 0.648.